Dataset: Full USPTO retrosynthesis dataset with 1.9M reactions from patents (1976-2016). Task: Predict the reactants needed to synthesize the given product. (1) Given the product [CH2:1]([O:8][CH:9]1[CH2:18][CH2:17][C:12](=[O:13])[CH2:11][C:10]1([CH3:20])[CH3:19])[C:2]1[CH:7]=[CH:6][CH:5]=[CH:4][CH:3]=1, predict the reactants needed to synthesize it. The reactants are: [CH2:1]([O:8][CH:9]1[CH2:18][CH2:17][C:12]2(OCC[O:13]2)[CH2:11][C:10]1([CH3:20])[CH3:19])[C:2]1[CH:7]=[CH:6][CH:5]=[CH:4][CH:3]=1.Cl. (2) Given the product [CH:25]([O:24][C:22]([N:5]1[CH2:6][CH2:7][CH:2]([OH:1])[CH2:3][CH2:4]1)=[O:23])([CH3:27])[CH3:26], predict the reactants needed to synthesize it. The reactants are: [OH:1][CH:2]1[CH2:7][CH2:6][NH:5][CH2:4][CH2:3]1.C(N(CC)CC)C.C(OCC)(=O)C.Cl[C:22]([O:24][CH:25]([CH3:27])[CH3:26])=[O:23]. (3) Given the product [CH2:1]([O:8][C:9]1[CH:24]=[C:23]([N:25]([CH2:41][C:42]2[CH:47]=[CH:46][C:45]([C:56]3[CH:57]=[CH:58][C:53]([C:51]([O:50][CH3:49])=[O:52])=[CH:54][CH:55]=3)=[CH:44][CH:43]=2)[C:26](=[O:40])[CH2:27][N:28]([CH3:39])[S:29]([C:32]2[CH:37]=[CH:36][C:35]([CH3:38])=[CH:34][CH:33]=2)(=[O:31])=[O:30])[CH:22]=[CH:21][C:10]=1[C:11]([O:13][CH2:14][C:15]1[CH:20]=[CH:19][CH:18]=[CH:17][CH:16]=1)=[O:12])[C:2]1[CH:7]=[CH:6][CH:5]=[CH:4][CH:3]=1, predict the reactants needed to synthesize it. The reactants are: [CH2:1]([O:8][C:9]1[CH:24]=[C:23]([N:25]([CH2:41][C:42]2[CH:47]=[CH:46][C:45](Br)=[CH:44][CH:43]=2)[C:26](=[O:40])[CH2:27][N:28]([CH3:39])[S:29]([C:32]2[CH:37]=[CH:36][C:35]([CH3:38])=[CH:34][CH:33]=2)(=[O:31])=[O:30])[CH:22]=[CH:21][C:10]=1[C:11]([O:13][CH2:14][C:15]1[CH:20]=[CH:19][CH:18]=[CH:17][CH:16]=1)=[O:12])[C:2]1[CH:7]=[CH:6][CH:5]=[CH:4][CH:3]=1.[CH3:49][O:50][C:51]([C:53]1[CH:58]=[CH:57][C:56](B(O)O)=[CH:55][CH:54]=1)=[O:52]. (4) Given the product [CH3:7][C:8]12[CH2:18][CH:12]3[CH2:13][C:14]([CH3:17])([CH2:16][C:10]([C:14]45[CH2:15][C:8]6([CH3:18])[CH2:9][CH:10]([CH2:11][C:5]([CH3:6])([CH2:7]6)[CH2:13]4)[CH2:16]5)([CH2:11]3)[CH2:9]1)[CH2:15]2, predict the reactants needed to synthesize it. The reactants are: [Mg].C(O[CH2:5][CH3:6])C.[CH3:7][C:8]12[CH2:18][CH:12]3[CH2:13][C:14]([CH3:17])([CH2:16][C:10](Br)([CH2:11]3)[CH2:9]1)[CH2:15]2. (5) Given the product [Cl:37][C:22]1[C:23]([NH:25][C@@H:26]2[CH2:31][CH2:30][CH2:29][CH2:28][C@H:27]2[NH:32][S:33]([CH3:36])(=[O:35])=[O:34])=[N:24][C:19]([NH:1][C:2]2[C:3]([O:16][CH3:17])=[CH:4][C:5]3[CH2:11][N:10]([CH2:12][CH3:13])[CH2:9][C:8](=[O:14])[NH:7][C:6]=3[CH:15]=2)=[N:20][CH:21]=1, predict the reactants needed to synthesize it. The reactants are: [NH2:1][C:2]1[C:3]([O:16][CH3:17])=[CH:4][C:5]2[CH2:11][N:10]([CH2:12][CH3:13])[CH2:9][C:8](=[O:14])[NH:7][C:6]=2[CH:15]=1.Cl[C:19]1[N:24]=[C:23]([NH:25][C@@H:26]2[CH2:31][CH2:30][CH2:29][CH2:28][C@H:27]2[NH:32][S:33]([CH3:36])(=[O:35])=[O:34])[C:22]([Cl:37])=[CH:21][N:20]=1.[NH4+].[OH-]. (6) Given the product [Cl:1][C:2]1[CH:3]=[C:4]2[C:9](=[CH:10][CH:11]=1)[N:8]=[C:7]([NH:12][C:13]([N:31]1[CH2:30][CH2:29][N:28]([C:24]3[CH:25]=[CH:26][CH:27]=[C:22]([O:21][CH3:20])[CH:23]=3)[CH2:33][CH2:32]1)=[O:17])[C:6]([O:18][CH3:19])=[N:5]2, predict the reactants needed to synthesize it. The reactants are: [Cl:1][C:2]1[CH:3]=[C:4]2[C:9](=[CH:10][CH:11]=1)[N:8]=[C:7]([NH:12][C:13](=[O:17])OCC)[C:6]([O:18][CH3:19])=[N:5]2.[CH3:20][O:21][C:22]1[CH:23]=[C:24]([N:28]2[CH2:33][CH2:32][NH:31][CH2:30][CH2:29]2)[CH:25]=[CH:26][CH:27]=1.